Dataset: Catalyst prediction with 721,799 reactions and 888 catalyst types from USPTO. Task: Predict which catalyst facilitates the given reaction. (1) Reactant: [NH2:1][C:2]1[N:7]=[CH:6][C:5]([C:8]2[N:17]=[C:16]([NH:18][CH2:19][CH:20]([C:27]3[CH:32]=[CH:31][CH:30]=[CH:29][CH:28]=3)[C:21]3[CH:26]=[CH:25][CH:24]=[CH:23][CH:22]=3)[C:15]3[C:10](=[CH:11][CH:12]=[CH:13][CH:14]=3)[N:9]=2)=[CH:4][N:3]=1.[CH3:33][S:34](Cl)(=[O:36])=[O:35]. Product: [C:21]1([CH:20]([C:27]2[CH:32]=[CH:31][CH:30]=[CH:29][CH:28]=2)[CH2:19][NH:18][C:16]2[C:15]3[C:10](=[CH:11][CH:12]=[CH:13][CH:14]=3)[N:9]=[C:8]([C:5]3[CH:4]=[N:3][C:2]([NH:1][S:34]([CH3:33])(=[O:36])=[O:35])=[N:7][CH:6]=3)[N:17]=2)[CH:22]=[CH:23][CH:24]=[CH:25][CH:26]=1. The catalyst class is: 17. (2) Product: [CH3:1][O:2][C:3]([C:4]1([O:8][C:9]2[CH:14]=[CH:13][C:12]([F:15])=[CH:11][C:10]=2[F:16])[CH2:6][CH2:5]1)=[O:17]. Reactant: [CH3:1][O:2][C:3](=[O:17])[CH:4]([O:8][C:9]1[CH:14]=[CH:13][C:12]([F:15])=[CH:11][C:10]=1[F:16])[CH2:5][CH2:6]Br.CC(C)([O-])C.[K+]. The catalyst class is: 1. (3) The catalyst class is: 34. Reactant: [F:1][C:2]1[CH:3]=[C:4]([I:9])[C:5]([NH2:8])=[N:6][CH:7]=1.[C:17](O[C:17]([C:19]([F:22])([F:21])[F:20])=[O:18])([C:19]([F:22])([F:21])[F:20])=[O:18].N1C=[CH:27][CH:26]=[CH:25][CH:24]=1.C(Br)/C=C/C.C([O-])([O-])=O.[K+].[K+]. Product: [CH2:24]([N:8]([C:5]1[C:4]([I:9])=[CH:3][C:2]([F:1])=[CH:7][N:6]=1)[C:17](=[O:18])[C:19]([F:20])([F:21])[F:22])[CH:25]=[CH:26][CH3:27]. (4) Reactant: Br[C:2]1[C:3]([O:24][CH3:25])=[C:4]([C:8]2[N:12]=[C:11]([C:13]3[CH:18]=[CH:17][C:16]([O:19][CH:20]([CH3:22])[CH3:21])=[C:15]([Cl:23])[CH:14]=3)[O:10][N:9]=2)[CH:5]=[CH:6][CH:7]=1.CC1C=CC=CC=1P(C1C=CC=CC=1C)C1C=CC=CC=1C.Br[Zn][CH2:50][CH2:51][C:52]([O:54][CH2:55][CH3:56])=[O:53]. Product: [Cl:23][C:15]1[CH:14]=[C:13]([C:11]2[O:10][N:9]=[C:8]([C:4]3[C:3]([O:24][CH3:25])=[C:2]([CH2:50][CH2:51][C:52]([O:54][CH2:55][CH3:56])=[O:53])[CH:7]=[CH:6][CH:5]=3)[N:12]=2)[CH:18]=[CH:17][C:16]=1[O:19][CH:20]([CH3:22])[CH3:21]. The catalyst class is: 443. (5) Reactant: [CH3:1][CH:2]1[CH2:7][CH2:6][N:5]([C:8]2[CH:34]=[CH:33][C:11]3[NH:12][C:13]([C:15]4[C:23]5[C:18](=[CH:19][CH:20]=[C:21]([N+:24]([O-])=O)[CH:22]=5)[N:17]([CH:27]5[CH2:32][CH2:31][CH2:30][CH2:29][O:28]5)[N:16]=4)=[N:14][C:10]=3[CH:9]=2)[CH2:4][CH2:3]1.[H][H]. Product: [CH3:1][CH:2]1[CH2:7][CH2:6][N:5]([C:8]2[CH:34]=[CH:33][C:11]3[NH:12][C:13]([C:15]4[C:23]5[C:18](=[CH:19][CH:20]=[C:21]([NH2:24])[CH:22]=5)[N:17]([CH:27]5[CH2:32][CH2:31][CH2:30][CH2:29][O:28]5)[N:16]=4)=[N:14][C:10]=3[CH:9]=2)[CH2:4][CH2:3]1. The catalyst class is: 29. (6) Reactant: Br[C:2]1[C:7]([F:8])=[CH:6][CH:5]=[CH:4][C:3]=1[F:9].[I-:10].[Na+].CN(C)CCN.[OH-].[NH4+]. Product: [F:9][C:3]1[CH:4]=[CH:5][CH:6]=[C:7]([F:8])[C:2]=1[I:10]. The catalyst class is: 830. (7) The catalyst class is: 55. Product: [CH3:1][C:2]1[CH:7]=[C:6]([CH2:8][CH2:9][C:10]([OH:12])=[O:11])[CH:5]=[C:4]([C:17]2[S:18][C:19]3[CH:27]=[CH:26][CH:25]=[CH:24][C:20]=3[C:21](=[O:23])[N:22]=2)[N:3]=1. Reactant: [CH3:1][C:2]1[CH:7]=[C:6]([CH2:8][CH2:9][C:10]([O:12]C(C)(C)C)=[O:11])[CH:5]=[C:4]([C:17]2[S:18][C:19]3[CH:27]=[CH:26][CH:25]=[CH:24][C:20]=3[C:21](=[O:23])[N:22]=2)[N:3]=1.